Predict which catalyst facilitates the given reaction. From a dataset of Catalyst prediction with 721,799 reactions and 888 catalyst types from USPTO. (1) Reactant: [CH2:1]([N:8]1[C:12]([CH2:13][CH2:14][CH2:15][CH2:16][CH:17]=C)=[N:11][N:10]=[N:9]1)[C:2]1[CH:7]=[CH:6][CH:5]=[CH:4][CH:3]=1.I([O-])(=O)(=O)=[O:20].[Na+].C(OCC)(=O)C. Product: [CH2:1]([N:8]1[C:12]([CH2:13][CH2:14][CH2:15][CH2:16][CH:17]=[O:20])=[N:11][N:10]=[N:9]1)[C:2]1[CH:7]=[CH:6][CH:5]=[CH:4][CH:3]=1. The catalyst class is: 20. (2) Reactant: [Si:1]([O:18][CH2:19][C@@H:20]([NH:51][S:52]([C:55]1[CH:60]=[CH:59][C:58]([N+:61]([O-:63])=[O:62])=[CH:57][CH:56]=1)(=[O:54])=[O:53])[CH2:21][CH2:22][C:23]1[CH:28]=[CH:27][CH:26]=[CH:25][C:24]=1[NH:29][C:30](=[O:50])[C@H:31]([CH:37]([C:44]1[CH:49]=[CH:48][CH:47]=[CH:46][CH:45]=1)[C:38]1[CH:43]=[CH:42][CH:41]=[CH:40][CH:39]=1)[NH:32][C:33]([O:35][CH3:36])=[O:34])([C:14]([CH3:17])([CH3:16])[CH3:15])([C:8]1[CH:13]=[CH:12][CH:11]=[CH:10][CH:9]=1)[C:2]1[CH:7]=[CH:6][CH:5]=[CH:4][CH:3]=1.C1C=CC(P(C2C=CC=CC=2)C2C=CC=CC=2)=CC=1.[CH2:83](O)[CH2:84][CH:85]([CH3:87])[CH3:86].CC(OC(/N=N/C(OC(C)C)=O)=O)C. Product: [Si:1]([O:18][CH2:19][C@@H:20]([N:51]([CH2:83][CH2:84][CH:85]([CH3:87])[CH3:86])[S:52]([C:55]1[CH:56]=[CH:57][C:58]([N+:61]([O-:63])=[O:62])=[CH:59][CH:60]=1)(=[O:53])=[O:54])[CH2:21][CH2:22][C:23]1[CH:28]=[CH:27][CH:26]=[CH:25][C:24]=1[NH:29][C:30](=[O:50])[C@H:31]([CH:37]([C:44]1[CH:45]=[CH:46][CH:47]=[CH:48][CH:49]=1)[C:38]1[CH:39]=[CH:40][CH:41]=[CH:42][CH:43]=1)[NH:32][C:33]([O:35][CH3:36])=[O:34])([C:14]([CH3:16])([CH3:17])[CH3:15])([C:8]1[CH:13]=[CH:12][CH:11]=[CH:10][CH:9]=1)[C:2]1[CH:7]=[CH:6][CH:5]=[CH:4][CH:3]=1. The catalyst class is: 1. (3) Reactant: [Br:1][C:2]1[CH:3]=[C:4]([F:14])[CH:5]=[C:6]2[C:11]=1[N:10]=[C:9]([CH2:12][OH:13])[CH:8]=[CH:7]2.CS(C)=O.C(N(CC)CC)C.S(=O)(=O)=O.N1C=CC=CC=1. The catalyst class is: 34. Product: [Br:1][C:2]1[CH:3]=[C:4]([F:14])[CH:5]=[C:6]2[C:11]=1[N:10]=[C:9]([CH:12]=[O:13])[CH:8]=[CH:7]2. (4) Reactant: C([O:8][C:9]1[CH:18]=[C:17]2[C:12]([C:13]([O:19][C:20]3[CH:25]=[CH:24][C:23]([N+:26]([O-:28])=[O:27])=[CH:22][C:21]=3[F:29])=[CH:14][CH:15]=[N:16]2)=[CH:11][C:10]=1[O:30][CH3:31])C1C=CC=CC=1.Br. Product: [F:29][C:21]1[CH:22]=[C:23]([N+:26]([O-:28])=[O:27])[CH:24]=[CH:25][C:20]=1[O:19][C:13]1[C:12]2[C:17](=[CH:18][C:9]([OH:8])=[C:10]([O:30][CH3:31])[CH:11]=2)[N:16]=[CH:15][CH:14]=1. The catalyst class is: 27. (5) Reactant: C(OC([NH:11][CH2:12][C:13]([N:15]([CH2:26][C:27](=[O:51])[N:28]([CH2:41][CH2:42][O:43][Si:44]([C:47]([CH3:50])([CH3:49])[CH3:48])([CH3:46])[CH3:45])[CH2:29][CH2:30][C:31]([O:33]CC1C=CC=CC=1)=[O:32])[CH2:16][CH2:17][O:18][Si:19]([CH3:25])([CH3:24])[C:20]([CH3:23])([CH3:22])[CH3:21])=[O:14])=O)C1C=CC=CC=1. Product: [Si:44]([O:43][CH2:42][CH2:41][N:28]([CH2:29][CH2:30][C:31]([OH:33])=[O:32])[C:27](=[O:51])[CH2:26][N:15]([C:13](=[O:14])[CH2:12][NH2:11])[CH2:16][CH2:17][O:18][Si:19]([CH3:24])([CH3:25])[C:20]([CH3:23])([CH3:22])[CH3:21])([C:47]([CH3:48])([CH3:49])[CH3:50])([CH3:46])[CH3:45]. The catalyst class is: 99. (6) Reactant: [I:1][C:2]1[C:10]2[C:5](=[CH:6][CH:7]=[CH:8][C:9]=2[N+:11]([O-:13])=[O:12])[NH:4][N:3]=1.C(N=C(N(C)C)N(C)C)(C)(C)C.Cl[CH2:27][C:28]1[CH:29]=[C:30]([CH:36]=[CH:37][CH:38]=1)[C:31]([N:33]([CH3:35])[CH3:34])=[O:32]. Product: [I:1][C:2]1[C:10]2[C:5](=[CH:6][CH:7]=[CH:8][C:9]=2[N+:11]([O-:13])=[O:12])[N:4]([CH2:27][C:28]2[CH:29]=[C:30]([CH:36]=[CH:37][CH:38]=2)[C:31]([N:33]([CH3:35])[CH3:34])=[O:32])[N:3]=1. The catalyst class is: 23. (7) Product: [CH3:15][CH:16]1[CH2:21][N:20]([CH2:14][CH:12]([C:3]2[CH:4]=[CH:5][C:6]3[C:7](=[O:11])[O:8][CH2:9][C:10]=3[C:2]=2[CH3:1])[OH:13])[CH2:19][CH2:18][N:17]1[CH2:14][CH:12]([C:3]1[CH:4]=[CH:5][C:6]2[C:7](=[O:11])[O:8][CH2:9][C:10]=2[C:2]=1[CH3:1])[OH:13]. The catalyst class is: 58. Reactant: [CH3:1][C:2]1[C:10]2[CH2:9][O:8][C:7](=[O:11])[C:6]=2[CH:5]=[CH:4][C:3]=1[CH:12]1[CH2:14][O:13]1.[CH3:15][CH:16]1[CH2:21][NH:20][CH2:19][CH2:18][NH:17]1. (8) Reactant: [CH3:1][N:2]1[CH2:7][CH2:6][N:5]([C:8](=[O:12])[C:9](O)=[O:10])[CH2:4][CH2:3]1.CCN(C(C)C)C(C)C.C1C=CC2N(O)N=NC=2C=1.O.CCN=C=NCCCN(C)C.Cl.[CH:45]1([NH:51][C:52]2[N:60]=[C:59]([NH:61][C:62]3[CH:67]=[CH:66][C:65]([N:68]4[CH2:73][CH2:72][NH:71][CH2:70][CH2:69]4)=[CH:64][C:63]=3[O:74][CH3:75])[N:58]=[C:57]3[C:53]=2[N:54]=[CH:55][NH:56]3)[CH2:50][CH2:49][CH2:48][CH2:47][CH2:46]1. Product: [CH:45]1([NH:51][C:52]2[N:60]=[C:59]([NH:61][C:62]3[CH:67]=[CH:66][C:65]([N:68]4[CH2:69][CH2:70][N:71]([C:9](=[O:10])[C:8]([N:5]5[CH2:6][CH2:7][N:2]([CH3:1])[CH2:3][CH2:4]5)=[O:12])[CH2:72][CH2:73]4)=[CH:64][C:63]=3[O:74][CH3:75])[N:58]=[C:57]3[C:53]=2[N:54]=[CH:55][NH:56]3)[CH2:46][CH2:47][CH2:48][CH2:49][CH2:50]1. The catalyst class is: 3.